Dataset: hERG potassium channel inhibition data for cardiac toxicity prediction from Karim et al.. Task: Regression/Classification. Given a drug SMILES string, predict its toxicity properties. Task type varies by dataset: regression for continuous values (e.g., LD50, hERG inhibition percentage) or binary classification for toxic/non-toxic outcomes (e.g., AMES mutagenicity, cardiotoxicity, hepatotoxicity). Dataset: herg_karim. The molecule is Clc1ccc([C@@]23CCCCC2CNC3)cc1Cl. The result is 1 (blocker).